Dataset: Reaction yield outcomes from USPTO patents with 853,638 reactions. Task: Predict the reaction yield, written as a fraction of the theoretical maximum amount of product (1.0 means a 100% yield; for example, 0.34 means a 34% yield). (1) The yield is 0.960. The product is [CH3:13][O:12][C:9]1[N:10]=[C:11]2[C:6](=[CH:7][CH:8]=1)[N:5]=[CH:4][C:3]([C:14]([O:16][CH3:17])=[O:15])=[CH:2]2. The reactants are Br[C:2]1[C:11]2[C:6](=[CH:7][CH:8]=[C:9]([O:12][CH3:13])[N:10]=2)[N:5]=[CH:4][C:3]=1[C:14]([O:16][CH3:17])=[O:15].C([O-])(O)=O.[Na+].[H][H]. The catalyst is CO.O1CCOCC1.[Pd]. (2) The reactants are [Cl:1][C:2]1[N:3]=[C:4]([C:9]([NH:11][C@@H:12]2[CH2:17][CH2:16][C@H:15]([C:18]3[CH:19]=[C:20]([CH:26]=[CH:27][CH:28]=3)[C:21]([O:23]CC)=[O:22])[CH2:14][CH2:13]2)=[O:10])[NH:5][C:6]=1[CH2:7][CH3:8].O.[OH-].[Li+]. No catalyst specified. The product is [Cl:1][C:2]1[N:3]=[C:4]([C:9]([NH:11][C@@H:12]2[CH2:17][CH2:16][C@H:15]([C:18]3[CH:19]=[C:20]([CH:26]=[CH:27][CH:28]=3)[C:21]([OH:23])=[O:22])[CH2:14][CH2:13]2)=[O:10])[NH:5][C:6]=1[CH2:7][CH3:8]. The yield is 0.490. (3) The catalyst is [C].[Pd].O1CCCC1. The reactants are [C:1]([C:5]1[CH:9]=[C:8](/[CH:10]=[CH:11]/[C:12]([O:14][CH2:15][CH3:16])=[O:13])[N:7]([CH2:17][C:18]2[CH:23]=[CH:22][C:21]([C:24]([F:27])([F:26])[F:25])=[CH:20][C:19]=2[Cl:28])[N:6]=1)([CH3:4])([CH3:3])[CH3:2]. The yield is 0.840. The product is [C:1]([C:5]1[CH:9]=[C:8]([CH2:10][CH2:11][C:12]([O:14][CH2:15][CH3:16])=[O:13])[N:7]([CH2:17][C:18]2[CH:23]=[CH:22][C:21]([C:24]([F:27])([F:26])[F:25])=[CH:20][C:19]=2[Cl:28])[N:6]=1)([CH3:2])([CH3:3])[CH3:4].